Dataset: Forward reaction prediction with 1.9M reactions from USPTO patents (1976-2016). Task: Predict the product of the given reaction. (1) Given the reactants [CH3:1][O:2][C:3](=[O:19])[CH:4]([O:16][CH2:17][CH3:18])[CH2:5][C:6]1[C:14]2[O:13][CH:12]=[CH:11][C:10]=2[C:9]([OH:15])=[CH:8][CH:7]=1.Cl[CH2:21][C:22]1[N:23]=[C:24]([C:28]2[S:29][CH:30]=[CH:31][CH:32]=2)[O:25][C:26]=1[CH3:27].S1C=CC=C1C=O.O=P(Cl)(Cl)Cl.C(=O)([O-])[O-].[K+].[K+].[I-].[K+], predict the reaction product. The product is: [CH3:1][O:2][C:3](=[O:19])[CH:4]([O:16][CH2:17][CH3:18])[CH2:5][C:6]1[C:14]2[O:13][CH:12]=[CH:11][C:10]=2[C:9]([O:15][CH2:21][C:22]2[N:23]=[C:24]([C:28]3[S:29][CH:30]=[CH:31][CH:32]=3)[O:25][C:26]=2[CH3:27])=[CH:8][CH:7]=1. (2) The product is: [Br:1][C:2]1[CH:3]=[C:4]([CH:20]=[CH:21][CH:22]=1)[CH2:5][C:6]1[C:7]([CH3:19])=[N:8][C:9]2[N:10]([N:13]=[CH:14][C:15]=2[C:16]([NH:60][CH2:59][CH2:58][OH:57])=[O:17])[C:11]=1[CH3:12]. Given the reactants [Br:1][C:2]1[CH:3]=[C:4]([CH:20]=[CH:21][CH:22]=1)[CH2:5][C:6]1[C:7]([CH3:19])=[N:8][C:9]2[N:10]([N:13]=[CH:14][C:15]=2[C:16](O)=[O:17])[C:11]=1[CH3:12].C(N(CC)C(C)C)(C)C.CCCP1(OP(CCC)(=O)OP(CCC)(=O)O1)=O.[Si]([O:57][CH2:58][CH2:59][NH2:60])(C(C)(C)C)(C)C.[F-].[NH4+], predict the reaction product. (3) Given the reactants [Cl:1][C:2]1[CH:3]=[CH:4][CH:5]=[C:6]2[C:11]=1[C:10]([CH2:12][C:13]1[CH:14]=[C:15]([CH:19]=[C:20]([F:22])[CH:21]=1)[C:16](O)=[O:17])=[N:9][NH:8][C:7]2=[O:23].[CH2:24]([O:26][CH:27]1[CH2:32][CH2:31][NH:30][CH2:29][CH2:28]1)[CH3:25].CCN(C(C)C)C(C)C, predict the reaction product. The product is: [Cl:1][C:2]1[CH:3]=[CH:4][CH:5]=[C:6]2[C:11]=1[C:10]([CH2:12][C:13]1[CH:21]=[C:20]([F:22])[CH:19]=[C:15]([C:16]([N:30]3[CH2:31][CH2:32][CH:27]([O:26][CH2:24][CH3:25])[CH2:28][CH2:29]3)=[O:17])[CH:14]=1)=[N:9][NH:8][C:7]2=[O:23]. (4) Given the reactants Cl[C:2]1[CH:10]=[CH:9][C:5]([C:6]([NH2:8])=[O:7])=[CH:4][N:3]=1.[NH:11]1[CH2:15][CH2:14][CH:13]([OH:16])[CH2:12]1.C([O-])([O-])=O.[K+].[K+], predict the reaction product. The product is: [OH:16][CH:13]1[CH2:14][CH2:15][N:11]([C:2]2[CH:10]=[CH:9][C:5]([C:6]([NH2:8])=[O:7])=[CH:4][N:3]=2)[CH2:12]1. (5) Given the reactants [OH:1][CH2:2][CH2:3][NH:4][C:5](=[O:11])[O:6][C:7]([CH3:10])([CH3:9])[CH3:8].[H-].[Na+].Cl[C:15]1[CH:20]=[CH:19][C:18]([C:21]([F:24])([F:23])[F:22])=[CH:17][N:16]=1, predict the reaction product. The product is: [C:7]([O:6][C:5](=[O:11])[NH:4][CH2:3][CH2:2][O:1][C:15]1[CH:20]=[CH:19][C:18]([C:21]([F:24])([F:23])[F:22])=[CH:17][N:16]=1)([CH3:8])([CH3:10])[CH3:9]. (6) Given the reactants [CH:1]1([N:5]2[CH2:10][CH2:9][CH:8]([O:11][C:12]3[CH:17]=[CH:16][C:15](I)=[CH:14][CH:13]=3)[CH2:7][CH2:6]2)[CH2:4][CH2:3][CH2:2]1.C[N:20]1[CH:24]=[CH:23][C:22]([C:25]([OH:27])=[O:26])=[CH:21]1.[CH3:28]NCCNC.C(=O)([O-])[O-].[Cs+].[Cs+], predict the reaction product. The product is: [CH:1]1([N:5]2[CH2:10][CH2:9][CH:8]([O:11][C:12]3[CH:17]=[CH:16][C:15]([N:20]4[CH:24]=[CH:23][C:22]([C:25]([O:27][CH3:28])=[O:26])=[CH:21]4)=[CH:14][CH:13]=3)[CH2:7][CH2:6]2)[CH2:4][CH2:3][CH2:2]1.